From a dataset of Catalyst prediction with 721,799 reactions and 888 catalyst types from USPTO. Predict which catalyst facilitates the given reaction. (1) Reactant: [NH2:1][C:2]1[CH:32]=[CH:31][C:5]([C:6]([NH:8][C:9]2[CH:10]=[CH:11][C:12]3[N:16]=[CH:15][N:14]([CH:17]([C:24]4[CH:29]=[CH:28][CH:27]=[CH:26][CH:25]=4)[CH2:18][C:19]([O:21]CC)=[O:20])[C:13]=3[CH:30]=2)=[O:7])=[CH:4][CH:3]=1. Product: [NH2:1][C:2]1[CH:3]=[CH:4][C:5]([C:6]([NH:8][C:9]2[CH:10]=[CH:11][C:12]3[N:16]=[CH:15][N:14]([CH:17]([C:24]4[CH:25]=[CH:26][CH:27]=[CH:28][CH:29]=4)[CH2:18][C:19]([OH:21])=[O:20])[C:13]=3[CH:30]=2)=[O:7])=[CH:31][CH:32]=1. The catalyst class is: 33. (2) Reactant: C([O:3][C:4]1[C:13]([O:14][CH3:15])=[CH:12][C:11]2[C:10](C3C=CC(C(O)=O)=CC=3)=[N:9][C@@H:8]3[CH2:25][CH2:26][S:27][CH2:28][C@@H:7]3[C:6]=2[CH:5]=1)C.[B-](F)(F)(F)F.CCO[C:37]([C:39]([C:49]#N)=NOC(N(C)C)=[N+](C)C)=[O:38].[CH:51]1C=N[C:54]2N(O)N=N[C:53]=2[CH:52]=1.[CH3:61][CH2:62]N(C(C)C)C(C)C.FC(F)(F)C(O)=O.[CH3:77][O:78][CH2:79][N:80]1[N:84]=[N:83][C:82]([CH2:85][N:86]2[C:91]3[CH:92]=[C:93]([C:95]4[CH:100]=[CH:99][CH:98]=[CH:97][CH:96]=4)[S:94][C:90]=3[C:89](=[O:101])[N:88]([CH:102]3[CH2:107][CH2:106][NH:105][CH2:104][CH2:103]3)[C:87]2=[O:108])=[N:81]1. Product: [CH2:61]([O:3][C:4]1[C:13]([O:14][CH3:15])=[CH:12][C:11]2[C:10]([C:52]3[CH:51]=[CH:49][C:39]([C:37]([N:105]4[CH2:106][CH2:107][CH:102]([N:88]5[C:89](=[O:101])[C:90]6[S:94][C:93]([C:95]7[CH:100]=[CH:99][CH:98]=[CH:97][CH:96]=7)=[CH:92][C:91]=6[N:86]([CH2:85][C:82]6[N:83]=[N:84][N:80]([CH2:79][O:78][CH3:77])[N:81]=6)[C:87]5=[O:108])[CH2:103][CH2:104]4)=[O:38])=[CH:54][CH:53]=3)=[N:9][C@@H:8]3[CH2:7][CH2:28][S:27][CH2:26][C@@H:25]3[C:6]=2[CH:5]=1)[CH3:62]. The catalyst class is: 2. (3) Reactant: [NH:1]1[CH2:6][CH2:5][CH:4]([CH2:7][NH:8][C:9]([C:11]2[C:12]3[CH2:13][C@H:14]4[CH2:27][C@H:15]4[C:16]=3[N:17]([C:19]3[CH:24]=[CH:23][C:22]([F:25])=[CH:21][C:20]=3[F:26])[N:18]=2)=[O:10])[CH2:3][CH2:2]1.Br[CH2:29][CH2:30][O:31][CH3:32].CCN(C(C)C)C(C)C. Product: [CH3:32][O:31][CH2:30][CH2:29][N:1]1[CH2:6][CH2:5][CH:4]([CH2:7][NH:8][C:9]([C:11]2[C:12]3[CH2:13][C@H:14]4[CH2:27][C@H:15]4[C:16]=3[N:17]([C:19]3[CH:24]=[CH:23][C:22]([F:25])=[CH:21][C:20]=3[F:26])[N:18]=2)=[O:10])[CH2:3][CH2:2]1. The catalyst class is: 41. (4) Product: [CH2:10]([O:9][C:3]1[C:2]([Br:1])=[CH:7][CH:6]=[CH:5][C:4]=1[Br:8])[C:11]1[CH:16]=[CH:15][CH:14]=[CH:13][CH:12]=1. Reactant: [Br:1][C:2]1[CH:7]=[CH:6][CH:5]=[C:4]([Br:8])[C:3]=1[OH:9].[CH2:10](Br)[C:11]1[CH:16]=[CH:15][CH:14]=[CH:13][CH:12]=1.C(=O)([O-])[O-].[K+].[K+]. The catalyst class is: 131. (5) Reactant: [N:1]([CH2:4][C:5]([C:7]1[CH:12]=[CH:11][CH:10]=[CH:9][C:8]=1[OH:13])=[O:6])=[N+]=[N-].[N:14]([C:17]1[CH:26]=[CH:25][C:20]2[O:21][CH2:22][CH2:23][O:24][C:19]=2[CH:18]=1)=[C:15]=S.C1C=CC(P(C2C=CC=CC=2)C2C=CC=CC=2)=CC=1.[N-]=[N+]=[N-].O1C2C=CC(NC3OC(C4C=CC=CC=4[N+]([O-])=O)=CN=3)=CC=2OCC1.[ClH:74].CCOCC. Product: [Cl-:74].[O:21]1[C:20]2[CH:25]=[CH:26][C:17]([NH2+:14][C:15]3[O:6][C:5]([C:7]4[CH:12]=[CH:11][CH:10]=[CH:9][C:8]=4[OH:13])=[CH:4][N:1]=3)=[CH:18][C:19]=2[O:24][CH2:23][CH2:22]1. The catalyst class is: 225.